This data is from Aqueous solubility values for 9,982 compounds from the AqSolDB database. The task is: Regression/Classification. Given a drug SMILES string, predict its absorption, distribution, metabolism, or excretion properties. Task type varies by dataset: regression for continuous measurements (e.g., permeability, clearance, half-life) or binary classification for categorical outcomes (e.g., BBB penetration, CYP inhibition). For this dataset (solubility_aqsoldb), we predict Y. (1) The molecule is CCCCCCC(O)CCCCCCCCCCC(=O)OCC(COC(=O)CCCCCCCCCCC(O)CCCCCC)OC(=O)CCCCCCCCCCC(O)CCCCCC. The Y is -7.27 log mol/L. (2) The molecule is CCOc1ccccc1OS(=O)(=O)NC(=O)Nc1nc(OC)cc(OC)n1. The Y is -4.19 log mol/L. (3) The compound is CC(C)n1ccc(NS(=O)(=O)c2ccc(N)cc2)nc1=O. The Y is -3.17 log mol/L. (4) The molecule is CC1(C(=O)O)CCOC1=O. The Y is 0.841 log mol/L. (5) The compound is CNC(=O)NC(=O)C(C)(C(=O)OC)C1=CCCCC1. The Y is -2.68 log mol/L. (6) The compound is CC1=CC[C@H]2C[C@@H]1C2(C)C. The Y is -4.77 log mol/L. (7) The compound is O=C(O)CSC(=S)OCc1ccccc1. The Y is -2.68 log mol/L. (8) The molecule is C/C=C(/CCCC)C(=O)NC(N)=O. The Y is -2.79 log mol/L.